From a dataset of Forward reaction prediction with 1.9M reactions from USPTO patents (1976-2016). Predict the product of the given reaction. (1) Given the reactants CCO[CH:4]=[C:5]([C:11]([O:13]CC)=O)[C:6]([O:8][CH2:9][CH3:10])=[O:7].[NH2:16][C:17]1[CH:22]=[CH:21][C:20]([C:23]([C:25]2[N:33]3[C:28]([CH:29]=[CH:30][CH:31]=[CH:32]3)=[CH:27][C:26]=2[CH3:34])=[O:24])=[CH:19][CH:18]=1.C(OC(C)C)(C)C, predict the reaction product. The product is: [CH3:34][C:26]1[CH:27]=[C:28]2[N:33]([C:25]=1[C:23]([C:20]1[CH:21]=[C:22]3[C:17](=[CH:18][CH:19]=1)[NH:16][CH:4]=[C:5]([C:6]([O:8][CH2:9][CH3:10])=[O:7])[C:11]3=[O:13])=[O:24])[CH:32]=[CH:31][CH:30]=[CH:29]2. (2) Given the reactants Br[C:2]1[CH:3]=[C:4]([S:8]([C:11]2[CH:12]=[C:13]([C:18]#[N:19])[S:14][C:15]=2[S:16][CH3:17])(=[O:10])=[O:9])[CH:5]=[CH:6][CH:7]=1.[NH:20]1[CH2:25][CH2:24][CH2:23][CH2:22][CH2:21]1.C1C=CC(P(C2C(C3C(P(C4C=CC=CC=4)C4C=CC=CC=4)=CC=C4C=3C=CC=C4)=C3C(C=CC=C3)=CC=2)C2C=CC=CC=2)=CC=1.C([O-])([O-])=O.[Cs+].[Cs+], predict the reaction product. The product is: [CH3:17][S:16][C:15]1[S:14][C:13]([C:18]#[N:19])=[CH:12][C:11]=1[S:8]([C:4]1[CH:5]=[CH:6][CH:7]=[C:2]([N:20]2[CH2:25][CH2:24][CH2:23][CH2:22][CH2:21]2)[CH:3]=1)(=[O:10])=[O:9].